From a dataset of Full USPTO retrosynthesis dataset with 1.9M reactions from patents (1976-2016). Predict the reactants needed to synthesize the given product. (1) Given the product [CH:1]1([N:7]2[C:12](=[O:13])[C:11]([CH3:14])=[C:10]([OH:15])[C:9]([C:16]([OH:18])=[O:17])=[C:8]2[CH3:20])[CH2:2][CH2:3][CH2:4][CH2:5][CH2:6]1, predict the reactants needed to synthesize it. The reactants are: [CH:1]1([N:7]2[C:12](=[O:13])[C:11]([CH3:14])=[C:10]([OH:15])[C:9]([C:16]([O:18]C)=[O:17])=[C:8]2[CH3:20])[CH2:6][CH2:5][CH2:4][CH2:3][CH2:2]1.Cl. (2) Given the product [C:1]([O:6][CH2:7][CH:8]1[O:10][CH2:9]1)(=[O:5])[C:2]([CH3:4])=[CH2:3].[C:11]([O:16][CH2:17][C:18]1[CH:19]=[CH:20][CH:21]=[CH:22][CH:23]=1)(=[O:15])[C:12]([CH3:14])=[CH2:13].[C:24]([OH:29])(=[O:28])[C:25]([CH3:27])=[CH2:26], predict the reactants needed to synthesize it. The reactants are: [C:1]([O:6][CH2:7][CH:8]1[O:10][CH2:9]1)(=[O:5])[C:2]([CH3:4])=[CH2:3].[C:11]([O:16][CH2:17][C:18]1[CH:23]=[CH:22][CH:21]=[CH:20][CH:19]=1)(=[O:15])[C:12]([CH3:14])=[CH2:13].[C:24]([OH:29])(=[O:28])[C:25]([CH3:27])=[CH2:26].N(C(C)(CC)C([O-])=O)=NC(C)(CC)C([O-])=O. (3) Given the product [CH2:19]([N:26]1[C:30]2([CH2:31][CH2:32][N:33]([S:15]([C:12]3[CH:13]=[CH:14][C:9]([Cl:8])=[CH:10][CH:11]=3)(=[O:17])=[O:16])[CH2:34][CH2:35]2)[NH:29][CH:28]([CH2:36][C:37]2[CH:38]=[CH:39][CH:40]=[CH:41][CH:42]=2)[C:27]1=[O:43])[C:20]1[CH:25]=[CH:24][CH:23]=[CH:22][CH:21]=1, predict the reactants needed to synthesize it. The reactants are: C(N(CC)CC)C.[Cl:8][C:9]1[CH:14]=[CH:13][C:12]([S:15](Cl)(=[O:17])=[O:16])=[CH:11][CH:10]=1.[CH2:19]([N:26]1[C:30]2([CH2:35][CH2:34][NH:33][CH2:32][CH2:31]2)[NH:29][CH:28]([CH2:36][C:37]2[CH:42]=[CH:41][CH:40]=[CH:39][CH:38]=2)[C:27]1=[O:43])[C:20]1[CH:25]=[CH:24][CH:23]=[CH:22][CH:21]=1.C(=O)([O-])[O-].[Na+].[Na+]. (4) The reactants are: CN(C)C1C=CC=CC=1.[Br:10][C:11]1[S:26][C:14]2[O:15][C:16]3[CH:24]=[C:23]([CH3:25])[CH:22]=[CH:21][C:17]=3[NH:18][C:19](=O)[C:13]=2[CH:12]=1.P(Cl)(Cl)([Cl:29])=O.C1(C)C=CC=CC=1. Given the product [Br:10][C:11]1[S:26][C:14]2[O:15][C:16]3[CH:24]=[C:23]([CH3:25])[CH:22]=[CH:21][C:17]=3[N:18]=[C:19]([Cl:29])[C:13]=2[CH:12]=1, predict the reactants needed to synthesize it. (5) Given the product [CH3:9][O:10][C:11]([C:13]1[S:14][C:15]([C:7]#[C:6][C:2]([CH3:8])([CH3:1])[CH2:3][CH2:4][OH:5])=[CH:16][C:17]=1[N:18]([CH:28]1[CH2:29][CH2:30][CH:31]([O:34][Si:35]([C:38]([CH3:39])([CH3:41])[CH3:40])([CH3:36])[CH3:37])[CH2:32][CH2:33]1)[C:19]([CH:21]1[CH2:22][CH2:23][CH:24]([CH3:27])[CH2:25][CH2:26]1)=[O:20])=[O:12], predict the reactants needed to synthesize it. The reactants are: [CH3:1][C:2]([CH3:8])([C:6]#[CH:7])[CH2:3][CH2:4][OH:5].[CH3:9][O:10][C:11]([C:13]1[S:14][C:15](I)=[CH:16][C:17]=1[N:18]([CH:28]1[CH2:33][CH2:32][CH:31]([O:34][Si:35]([C:38]([CH3:41])([CH3:40])[CH3:39])([CH3:37])[CH3:36])[CH2:30][CH2:29]1)[C:19]([CH:21]1[CH2:26][CH2:25][CH:24]([CH3:27])[CH2:23][CH2:22]1)=[O:20])=[O:12].C(N(CC)CC)C. (6) Given the product [NH2:34][C:32]1[C:33]2[C:25]([C:9]3[CH:10]=[CH:11][C:12]([NH:15][C:16](=[O:22])[O:17][C:18]([CH3:19])([CH3:20])[CH3:21])=[CH:13][CH:14]=3)=[CH:26][N:27]([C@H:35]3[CH2:40][CH2:39][C@H:38]([N:41]4[CH2:46][CH2:45][N:44]([CH3:47])[CH2:43][CH2:42]4)[CH2:37][CH2:36]3)[C:28]=2[N:29]=[CH:30][N:31]=1, predict the reactants needed to synthesize it. The reactants are: CC1(C)C(C)(C)OB([C:9]2[CH:14]=[CH:13][C:12]([NH:15][C:16](=[O:22])[O:17][C:18]([CH3:21])([CH3:20])[CH3:19])=[CH:11][CH:10]=2)O1.I[C:25]1[C:33]2[C:32]([NH2:34])=[N:31][CH:30]=[N:29][C:28]=2[N:27]([C@H:35]2[CH2:40][CH2:39][C@H:38]([N:41]3[CH2:46][CH2:45][N:44]([CH3:47])[CH2:43][CH2:42]3)[CH2:37][CH2:36]2)[CH:26]=1.C(=O)([O-])[O-].[Na+].[Na+].ClCCl. (7) Given the product [F:21][C:22]([F:32])([F:33])[C:23]1[CH:31]=[CH:30][CH:29]=[CH:28][C:24]=1[C:25]([N:4]1[CH2:5][CH2:6][N:1]([C:7]([O:9][C:10]([CH3:13])([CH3:12])[CH3:11])=[O:8])[CH2:2][CH2:3]1)=[O:26], predict the reactants needed to synthesize it. The reactants are: [N:1]1([C:7]([O:9][C:10]([CH3:13])([CH3:12])[CH3:11])=[O:8])[CH2:6][CH2:5][NH:4][CH2:3][CH2:2]1.C(N(CC)CC)C.[F:21][C:22]([F:33])([F:32])[C:23]1[CH:31]=[CH:30][CH:29]=[CH:28][C:24]=1[C:25](Cl)=[O:26]. (8) The reactants are: Br[C:2]1[CH:23]=[CH:22][C:5]([C:6]([NH:8][S:9]([C:12]2[CH:17]=[CH:16][CH:15]=[CH:14][C:13]=2[S:18](=[O:21])(=[O:20])[NH2:19])(=[O:11])=[O:10])=[O:7])=[C:4]([F:24])[C:3]=1[O:25][CH3:26].[CH3:27][C:28]([CH3:32])([CH3:31])[C:29]#[CH:30]. Given the product [CH3:27][C:28]([CH3:32])([CH3:31])[C:29]#[C:30][C:2]1[CH:23]=[CH:22][C:5]([C:6]([NH:8][S:9]([C:12]2[CH:17]=[CH:16][CH:15]=[CH:14][C:13]=2[S:18](=[O:21])(=[O:20])[NH2:19])(=[O:11])=[O:10])=[O:7])=[C:4]([F:24])[C:3]=1[O:25][CH3:26], predict the reactants needed to synthesize it. (9) Given the product [Cl:1][C:2]1[CH:7]=[CH:6][C:5]([CH:8]2[CH2:10][CH:9]2[NH:11][C:12]([C:14]2[CH:15]=[CH:16][C:17]([O:18][C:19]3[CH:28]=[C:27]4[C:22]([CH:23]([C:29]([OH:31])=[O:30])[CH2:24][CH2:25][O:26]4)=[CH:21][C:20]=3[C:33]#[N:34])=[CH:35][CH:36]=2)=[O:13])=[CH:4][CH:3]=1, predict the reactants needed to synthesize it. The reactants are: [Cl:1][C:2]1[CH:7]=[CH:6][C:5]([CH:8]2[CH2:10][CH:9]2[NH:11][C:12]([C:14]2[CH:36]=[CH:35][C:17]([O:18][C:19]3[CH:28]=[C:27]4[C:22]([CH:23]([C:29]([O:31]C)=[O:30])[CH2:24][CH2:25][O:26]4)=[CH:21][C:20]=3[C:33]#[N:34])=[CH:16][CH:15]=2)=[O:13])=[CH:4][CH:3]=1.O[Li].O.Cl.